Dataset: Catalyst prediction with 721,799 reactions and 888 catalyst types from USPTO. Task: Predict which catalyst facilitates the given reaction. (1) Reactant: [NH2:1][C:2]1[N:7]=[CH:6][C:5]([C:8]2[CH:30]=[CH:29][C:11]3[N:12]([C:25]([CH3:28])([CH3:27])[CH3:26])[C:13]([C:15]4[CH:24]=[CH:23][CH:22]=[CH:21][C:16]=4[C:17]([NH:19][OH:20])=[NH:18])=[N:14][C:10]=3[CH:9]=2)=[CH:4][N:3]=1.[Cl:31][C:32]([Cl:43])([Cl:42])[C:33](O[C:33](=O)[C:32]([Cl:43])([Cl:42])[Cl:31])=O.CCOC(C)=O. Product: [C:25]([N:12]1[C:11]2[CH:29]=[CH:30][C:8]([C:5]3[CH:4]=[N:3][C:2]([NH2:1])=[N:7][CH:6]=3)=[CH:9][C:10]=2[N:14]=[C:13]1[C:15]1[CH:24]=[CH:23][CH:22]=[CH:21][C:16]=1[C:17]1[N:18]=[C:33]([C:32]([Cl:43])([Cl:42])[Cl:31])[O:20][N:19]=1)([CH3:26])([CH3:27])[CH3:28]. The catalyst class is: 11. (2) Reactant: [N+:1]([C:4]1[CH:5]=[C:6]2[C:11](=[CH:12][CH:13]=1)[NH:10][C:9](=[O:14])[CH2:8][CH2:7]2)([O-:3])=[O:2].Cl.Cl[CH2:17][CH2:18][N:19]([CH2:22][CH3:23])[CH2:20][CH3:21].C(=O)([O-])[O-].[K+].[K+].O. Product: [CH2:18]([N:19]([CH2:22][CH3:23])[CH2:20][CH2:21][N:10]1[C:11]2[C:6](=[CH:5][C:4]([N+:1]([O-:3])=[O:2])=[CH:13][CH:12]=2)[CH2:7][CH2:8][C:9]1=[O:14])[CH3:17]. The catalyst class is: 3. (3) Reactant: [C:1]([O:5][C:6]([N:8]1[CH2:13][CH2:12][CH:11]([O:14][C:15]2[C:24]3[C:19](=[CH:20][CH:21]=[C:22](C=O)[CH:23]=3)[N:18]=[CH:17][C:16]=2[C:27]#[N:28])[CH2:10][CH2:9]1)=[O:7])([CH3:4])([CH3:3])[CH3:2].COC1C=CC(/[CH:43]=[C:44]2/[C:45]([NH:47][C:48]([S:50]/2)=[NH:49])=[O:46])=CC=1OC1CCCC1.C([O-])(=O)C.[Na+]. Product: [C:1]([O:5][C:6]([N:8]1[CH2:13][CH2:12][CH:11]([O:14][C:15]2[C:24]3[C:19](=[CH:20][CH:21]=[C:22](/[CH:43]=[C:44]4/[C:45](=[O:46])[N:47]=[C:48]([NH2:49])[S:50]/4)[CH:23]=3)[N:18]=[CH:17][C:16]=2[C:27]#[N:28])[CH2:10][CH2:9]1)=[O:7])([CH3:4])([CH3:2])[CH3:3]. The catalyst class is: 15. (4) Reactant: C(O)C.[Cl:4][C:5]1[CH:47]=[N:46][C:8]2[O:9][C:10]([CH3:45])([CH3:44])[C:11](=[O:43])[N:12]([CH:13]3[CH2:18][CH2:17][N:16]([C:19]([C:21]4[CH:26]=[CH:25][C:24]([C:27]5[CH:32]=[CH:31][CH:30]=[CH:29][C:28]=5[O:33][C@H:34]([CH3:39])[CH2:35][C:36]([OH:38])=[O:37])=[CH:23][C:22]=4[N+:40]([O-])=O)=[O:20])[CH2:15][CH2:14]3)[C:7]=2[CH:6]=1.[Cl-].[NH4+]. Product: [NH2:40][C:22]1[CH:23]=[C:24]([C:27]2[CH:32]=[CH:31][CH:30]=[CH:29][C:28]=2[O:33][C@H:34]([CH3:39])[CH2:35][C:36]([OH:38])=[O:37])[CH:25]=[CH:26][C:21]=1[C:19]([N:16]1[CH2:17][CH2:18][CH:13]([N:12]2[C:11](=[O:43])[C:10]([CH3:45])([CH3:44])[O:9][C:8]3[N:46]=[CH:47][C:5]([Cl:4])=[CH:6][C:7]2=3)[CH2:14][CH2:15]1)=[O:20]. The catalyst class is: 150. (5) Reactant: [C:1]([C:3]1[C:7]([CH3:8])=[C:6]([NH:9][C:10]([NH:12][C@H:13]2[C@H:17]([C:18]3[CH:23]=[CH:22][C:21]([F:24])=[C:20]([F:25])[CH:19]=3)[CH2:16][N:15]([CH2:26][CH2:27][O:28][CH3:29])[CH2:14]2)=[O:11])[N:5]([C:30]2[CH:35]=[CH:34][CH:33]=[CH:32][CH:31]=2)[N:4]=1)#[N:2].[OH-:36].[Na+]. Product: [F:25][C:20]1[CH:19]=[C:18]([C@@H:17]2[CH2:16][N:15]([CH2:26][CH2:27][O:28][CH3:29])[CH2:14][C@H:13]2[NH:12][C:10](=[O:11])[NH:9][C:6]2[N:5]([C:30]3[CH:31]=[CH:32][CH:33]=[CH:34][CH:35]=3)[N:4]=[C:3]([C:1]([NH2:2])=[O:36])[C:7]=2[CH3:8])[CH:23]=[CH:22][C:21]=1[F:24]. The catalyst class is: 82. (6) Reactant: [BH4-].[Li+].Cl[Si](C)(C)C.[NH2:8][C@H:9]([C:13]1[S:14][CH:15]=[CH:16][CH:17]=1)[C:10](O)=[O:11].CO. Product: [NH2:8][C@H:9]([C:13]1[S:14][CH:15]=[CH:16][CH:17]=1)[CH2:10][OH:11]. The catalyst class is: 1. (7) Reactant: Cl[C:2]1[N:7]=[C:6]([CH3:8])[N:5]=[C:4]([NH:9][CH2:10][C:11]2[CH:16]=[CH:15][CH:14]=[CH:13][N:12]=2)[C:3]=1[F:17].O.[NH2:19][NH2:20]. Product: [F:17][C:3]1[C:2](=[N:19][NH2:20])[N:7]=[C:6]([CH3:8])[NH:5][C:4]=1[NH:9][CH2:10][C:11]1[CH:16]=[CH:15][CH:14]=[CH:13][N:12]=1. The catalyst class is: 16. (8) Reactant: C([O:3][C:4](=O)[CH2:5][N:6]1[C:12](=[O:13])[CH2:11][CH2:10][N:9]([C:14](=[O:24])/[CH:15]=[CH:16]/[C:17]2[CH:22]=[CH:21][CH:20]=[C:19]([Cl:23])[CH:18]=2)[CH2:8][CH2:7]1)C.[BH4-].[Na+].OS([O-])(=O)=O.[K+]. Product: [Cl:23][C:19]1[CH:18]=[C:17](/[CH:16]=[CH:15]/[C:14]([N:9]2[CH2:10][CH2:11][C:12](=[O:13])[N:6]([CH2:5][CH2:4][OH:3])[CH2:7][CH2:8]2)=[O:24])[CH:22]=[CH:21][CH:20]=1. The catalyst class is: 8.